This data is from Forward reaction prediction with 1.9M reactions from USPTO patents (1976-2016). The task is: Predict the product of the given reaction. (1) The product is: [N:17]1[C:18]2[C:23](=[CH:22][CH:21]=[CH:20][CH:19]=2)[N:24]=[CH:25][C:16]=1[CH2:15][CH2:14][C:13]1[NH:1][C:2]2=[C:3]3[C:8](=[CH:9][CH:10]=[C:11]2[N:12]=1)[N:7]=[CH:6][CH:5]=[CH:4]3. Given the reactants [NH2:1][C:2]1[C:11]([NH:12][C:13](=O)[CH2:14][CH2:15][C:16]2[CH:25]=[N:24][C:23]3[C:18](=[CH:19][CH:20]=[CH:21][CH:22]=3)[N:17]=2)=[CH:10][CH:9]=[C:8]2[C:3]=1[CH:4]=[CH:5][CH:6]=[N:7]2.NC1C(NC(=O)CCC2C=NC3C(=CC=CC=3)N=2)=C2C(=CC=1)N=CC=C2, predict the reaction product. (2) Given the reactants [OH:1][C:2]1[CH:7]=[CH:6][C:5]([CH:8]2[CH2:12][CH2:11][O:10][C:9]2=[O:13])=[CH:4][CH:3]=1.[Cl-].[Mg+2].[Cl-].C(N(CC)CC)C.[CH2:24]=[O:25].Cl, predict the reaction product. The product is: [CH:24]([C:3]1[CH:4]=[C:5]([CH:8]2[CH2:12][CH2:11][O:10][C:9]2=[O:13])[CH:6]=[CH:7][C:2]=1[OH:1])=[O:25]. (3) Given the reactants [OH:1][CH:2]1[CH2:7][CH2:6][NH:5][CH2:4][CH2:3]1.C(N(CC)CC)C.[CH3:15][N:16]([CH3:20])[C:17](Cl)=[O:18], predict the reaction product. The product is: [CH3:15][N:16]([CH3:20])[C:17]([N:5]1[CH2:6][CH2:7][CH:2]([OH:1])[CH2:3][CH2:4]1)=[O:18]. (4) Given the reactants [C:1]([OH:6])(=[O:5])[C@H:2]([CH3:4])[OH:3].[CH3:7][O:8][CH2:9][CH2:10][O:11][CH2:12][CH2:13][O:14][CH2:15][CH2:16][OH:17].C(O)(=O)CCCCCCCCCCC, predict the reaction product. The product is: [C:1]([OH:6])(=[O:5])[CH:2]([CH3:4])[OH:3].[CH3:7][O:8][CH2:9][CH2:10][O:11][CH2:12][CH2:13][O:14][CH2:15][CH2:16][OH:17].